This data is from Full USPTO retrosynthesis dataset with 1.9M reactions from patents (1976-2016). The task is: Predict the reactants needed to synthesize the given product. Given the product [F:7][C:8]1[CH:13]=[CH:12][C:11]([C:14]([OH:1])=[O:15])=[CH:10][N:9]=1, predict the reactants needed to synthesize it. The reactants are: [O-:1][Mn](=O)(=O)=O.[K+].[F:7][C:8]1[CH:13]=[CH:12][C:11]([CH3:14])=[CH:10][N:9]=1.[OH2:15].